Dataset: Catalyst prediction with 721,799 reactions and 888 catalyst types from USPTO. Task: Predict which catalyst facilitates the given reaction. (1) Reactant: [F:1][C:2]([F:48])([F:47])[C:3]1[CH:4]=[C:5]([CH:40]=[C:41]([C:43]([F:46])([F:45])[F:44])[CH:42]=1)[CH2:6][N:7]([CH2:20][C:21]1[CH:35]=[C:34]([C:36]([F:39])([F:38])[F:37])[CH:33]=[CH:32][C:22]=1[O:23][CH2:24][CH2:25][CH2:26][C:27]([O:29]CC)=[O:28])[C:8]1[N:13]=[CH:12][C:11]([N:14]2[CH2:19][CH2:18][O:17][CH2:16][CH2:15]2)=[CH:10][N:9]=1.[OH-].[Na+].Cl.C(OCC)(=O)C. Product: [F:48][C:2]([F:1])([F:47])[C:3]1[CH:4]=[C:5]([CH:40]=[C:41]([C:43]([F:44])([F:46])[F:45])[CH:42]=1)[CH2:6][N:7]([CH2:20][C:21]1[CH:35]=[C:34]([C:36]([F:39])([F:38])[F:37])[CH:33]=[CH:32][C:22]=1[O:23][CH2:24][CH2:25][CH2:26][C:27]([OH:29])=[O:28])[C:8]1[N:13]=[CH:12][C:11]([N:14]2[CH2:19][CH2:18][O:17][CH2:16][CH2:15]2)=[CH:10][N:9]=1. The catalyst class is: 8. (2) Reactant: [C:1]([N:5]1[CH2:10][CH2:9][N:8](C(OC(C)(C)C)=O)[C@@H:7]([C:18]([N:20]2[CH2:25][CH2:24][NH:23][CH2:22][CH2:21]2)=[O:19])[CH2:6]1)([CH3:4])([CH3:3])[CH3:2].[Cl:26][C:27]1[S:31][C:30]([NH:32][C:33](=[O:41])OC2C=CC=CC=2)=[N:29][C:28]=1[CH3:42]. Product: [C:1]([N:5]1[CH2:10][CH2:9][NH:8][C@@H:7]([C:18]([N:20]2[CH2:25][CH2:24][N:23]([C:33]([NH:32][C:30]3[S:31][C:27]([Cl:26])=[C:28]([CH3:42])[N:29]=3)=[O:41])[CH2:22][CH2:21]2)=[O:19])[CH2:6]1)([CH3:4])([CH3:2])[CH3:3]. The catalyst class is: 1. (3) Reactant: [OH:1][CH2:2][C:3]1[O:7][C:6]([CH2:8][N:9]([CH2:22][C:23]([F:26])([F:25])[F:24])[C:10]2[CH:17]=[CH:16][C:13]([C:14]#[N:15])=[C:12]([C:18]([F:21])([F:20])[F:19])[CH:11]=2)=[CH:5][CH:4]=1.N(C(N1CCCCC1)=O)=NC(N1CCCCC1)=O.[F:45][C:46]([F:50])([F:49])[CH2:47]O.C(P(CCCC)CCCC)CCC. Product: [F:45][C:46]([F:50])([F:49])[CH2:47][O:1][CH2:2][C:3]1[O:7][C:6]([CH2:8][N:9]([CH2:22][C:23]([F:26])([F:24])[F:25])[C:10]2[CH:17]=[CH:16][C:13]([C:14]#[N:15])=[C:12]([C:18]([F:19])([F:20])[F:21])[CH:11]=2)=[CH:5][CH:4]=1. The catalyst class is: 691.